From a dataset of Peptide-MHC class I binding affinity with 185,985 pairs from IEDB/IMGT. Regression. Given a peptide amino acid sequence and an MHC pseudo amino acid sequence, predict their binding affinity value. This is MHC class I binding data. The peptide sequence is GQQFYWPVM. The MHC is HLA-A68:02 with pseudo-sequence HLA-A68:02. The binding affinity (normalized) is 0.